Dataset: Forward reaction prediction with 1.9M reactions from USPTO patents (1976-2016). Task: Predict the product of the given reaction. (1) The product is: [O-:43][S:40]([C:39]([F:46])([F:45])[F:38])(=[O:42])=[O:41].[C:34]([O:33][C:31]([N:28]1[CH2:29][CH2:30][C:10]2[N:9]([S:6]([N:1]3[CH:5]=[CH:4][N+:3]([CH3:39])=[CH:2]3)(=[O:8])=[O:7])[C:17]3[CH:16]=[CH:15][C:14]([C:18]([N:20]4[CH2:21][CH2:22][CH:23]([CH3:26])[CH2:24][CH2:25]4)=[O:19])=[CH:13][C:12]=3[C:11]=2[CH2:27]1)=[O:32])([CH3:36])([CH3:35])[CH3:37]. Given the reactants [N:1]1([S:6]([N:9]2[C:17]3[CH:16]=[CH:15][C:14]([C:18]([N:20]4[CH2:25][CH2:24][CH:23]([CH3:26])[CH2:22][CH2:21]4)=[O:19])=[CH:13][C:12]=3[C:11]3[CH2:27][N:28]([C:31]([O:33][C:34]([CH3:37])([CH3:36])[CH3:35])=[O:32])[CH2:29][CH2:30][C:10]2=3)(=[O:8])=[O:7])[CH:5]=[CH:4][N:3]=[CH:2]1.[F:38][C:39]([F:46])([F:45])[S:40]([O:43]C)(=[O:42])=[O:41], predict the reaction product. (2) Given the reactants [N:1]1([CH:10]([C:17]2[CH:22]=[CH:21][C:20]([CH2:23][CH3:24])=[CH:19][CH:18]=2)[CH2:11][C:12]([O:14]CC)=[O:13])[C:5]2[CH:6]=[CH:7][CH:8]=[CH:9][C:4]=2[N:3]=[CH:2]1.C(#N)C.CO, predict the reaction product. The product is: [N:1]1([CH:10]([C:17]2[CH:22]=[CH:21][C:20]([CH2:23][CH3:24])=[CH:19][CH:18]=2)[CH2:11][C:12]([OH:14])=[O:13])[C:5]2[CH:6]=[CH:7][CH:8]=[CH:9][C:4]=2[N:3]=[CH:2]1. (3) Given the reactants [H-].[Na+].[S:3]1(=[O:17])(=[O:16])[C:8]2=[CH:9][CH:10]=[CH:11][C:12]3=[CH:13][CH:14]=[CH:15][C:6](=[C:7]23)[NH:5][CH2:4]1.Br[CH2:19][C:20]([NH2:22])=[O:21], predict the reaction product. The product is: [O:17]=[S:3]1(=[O:16])[C:8]2=[CH:9][CH:10]=[CH:11][C:12]3=[CH:13][CH:14]=[CH:15][C:6](=[C:7]23)[NH:5][CH:4]1[CH2:19][C:20]([NH2:22])=[O:21]. (4) Given the reactants Br[C:2]1[CH:3]=[C:4]([C:14]([CH3:17])([CH3:16])[CH3:15])[C:5]([O:12][CH3:13])=[C:6]([C:8]([CH3:11])([CH3:10])[CH3:9])[CH:7]=1.[CH2:18]1[C:26]2[C:21](=[C:22](B3OC(C)(C)C(C)(C)O3)[CH:23]=[CH:24][CH:25]=2)[CH:20]=[CH:19]1.C(=O)([O-])[O-].[K+].[K+].O, predict the reaction product. The product is: [C:8]([C:6]1[CH:7]=[C:2]([C:22]2[CH:23]=[CH:24][CH:25]=[C:26]3[C:21]=2[CH:20]=[CH:19][CH2:18]3)[CH:3]=[C:4]([C:14]([CH3:17])([CH3:16])[CH3:15])[C:5]=1[O:12][CH3:13])([CH3:11])([CH3:10])[CH3:9]. (5) The product is: [CH3:2][C:1]([CH3:4])([S@@:5]([NH:7][C@@H:8]([C:9]1[N:13]([CH3:14])[CH:12]=[C:11]([C:15]([O:17][C:18]([CH3:21])([CH3:20])[CH3:19])=[O:16])[CH:10]=1)[CH3:22])=[O:6])[CH3:3]. Given the reactants [C:1]([S@@:5](/[N:7]=[CH:8]/[C:9]1[N:13]([CH3:14])[CH:12]=[C:11]([C:15]([O:17][C:18]([CH3:21])([CH3:20])[CH3:19])=[O:16])[CH:10]=1)=[O:6])([CH3:4])([CH3:3])[CH3:2].[CH3:22][Mg]Br, predict the reaction product. (6) Given the reactants ClC1C=C(/C=C/C(N2CCC(=O)NCC2)=O)C=CC=1Cl.Cl.Cl.[N:23]1([CH2:29][CH2:30][CH2:31][N:32]2[C:38](=[O:39])[CH2:37][CH2:36][NH:35][CH2:34][CH2:33]2)[CH2:28][CH2:27][CH2:26][CH2:25][CH2:24]1.[Cl:40][C:41]1[CH:51]=[CH:50][C:44](/[CH:45]=[CH:46]/[C:47](O)=[O:48])=[CH:43][C:42]=1[F:52], predict the reaction product. The product is: [Cl:40][C:41]1[CH:51]=[CH:50][C:44](/[CH:45]=[CH:46]/[C:47]([N:35]2[CH2:36][CH2:37][C:38](=[O:39])[N:32]([CH2:31][CH2:30][CH2:29][N:23]3[CH2:24][CH2:25][CH2:26][CH2:27][CH2:28]3)[CH2:33][CH2:34]2)=[O:48])=[CH:43][C:42]=1[F:52].